This data is from Reaction yield outcomes from USPTO patents with 853,638 reactions. The task is: Predict the reaction yield, written as a fraction of the theoretical maximum amount of product (1.0 means a 100% yield; for example, 0.34 means a 34% yield). The reactants are C([O-])([O-])=O.[K+].[K+].[SH:7][C:8]1[N:22]=[CH:21][CH:20]=[CH:19][C:9]=1[C:10]([NH:12][CH2:13][C:14]1[S:15][CH:16]=[CH:17][CH:18]=1)=[O:11].Br[CH2:24][CH2:25][S:26][CH:27]1[CH2:32][CH2:31][CH2:30][CH2:29][CH2:28]1.C(OCC)(=O)C.CCCCCC. The catalyst is CN(C=O)C.C(OCC)(=O)C.O. The product is [CH:27]1([S:26][CH2:25][CH2:24][S:7][C:8]2[N:22]=[CH:21][CH:20]=[CH:19][C:9]=2[C:10]([NH:12][CH2:13][C:14]2[S:15][CH:16]=[CH:17][CH:18]=2)=[O:11])[CH2:32][CH2:31][CH2:30][CH2:29][CH2:28]1. The yield is 0.340.